This data is from NCI-60 drug combinations with 297,098 pairs across 59 cell lines. The task is: Regression. Given two drug SMILES strings and cell line genomic features, predict the synergy score measuring deviation from expected non-interaction effect. (1) Drug 1: C1C(C(OC1N2C=C(C(=O)NC2=O)F)CO)O. Drug 2: CC1CCC2CC(C(=CC=CC=CC(CC(C(=O)C(C(C(=CC(C(=O)CC(OC(=O)C3CCCCN3C(=O)C(=O)C1(O2)O)C(C)CC4CCC(C(C4)OC)O)C)C)O)OC)C)C)C)OC. Cell line: SF-268. Synergy scores: CSS=37.1, Synergy_ZIP=-0.428, Synergy_Bliss=-1.17, Synergy_Loewe=-19.2, Synergy_HSA=-1.38. (2) Drug 1: CC1=C2C(C(=O)C3(C(CC4C(C3C(C(C2(C)C)(CC1OC(=O)C(C(C5=CC=CC=C5)NC(=O)C6=CC=CC=C6)O)O)OC(=O)C7=CC=CC=C7)(CO4)OC(=O)C)O)C)OC(=O)C. Drug 2: CN1C2=C(C=C(C=C2)N(CCCl)CCCl)N=C1CCCC(=O)O.Cl. Cell line: PC-3. Synergy scores: CSS=2.88, Synergy_ZIP=0.553, Synergy_Bliss=7.07, Synergy_Loewe=2.07, Synergy_HSA=4.23. (3) Drug 1: CC1C(C(CC(O1)OC2CC(CC3=C2C(=C4C(=C3O)C(=O)C5=C(C4=O)C(=CC=C5)OC)O)(C(=O)CO)O)N)O.Cl. Drug 2: CC1C(C(CC(O1)OC2CC(CC3=C2C(=C4C(=C3O)C(=O)C5=C(C4=O)C(=CC=C5)OC)O)(C(=O)C)O)N)O.Cl. Cell line: MALME-3M. Synergy scores: CSS=25.4, Synergy_ZIP=-6.17, Synergy_Bliss=-1.32, Synergy_Loewe=-14.9, Synergy_HSA=-6.27. (4) Drug 1: CCC1(CC2CC(C3=C(CCN(C2)C1)C4=CC=CC=C4N3)(C5=C(C=C6C(=C5)C78CCN9C7C(C=CC9)(C(C(C8N6C=O)(C(=O)OC)O)OC(=O)C)CC)OC)C(=O)OC)O.OS(=O)(=O)O. Drug 2: CC1=C2C(C(=O)C3(C(CC4C(C3C(C(C2(C)C)(CC1OC(=O)C(C(C5=CC=CC=C5)NC(=O)C6=CC=CC=C6)O)O)OC(=O)C7=CC=CC=C7)(CO4)OC(=O)C)O)C)OC(=O)C. Cell line: SK-OV-3. Synergy scores: CSS=14.3, Synergy_ZIP=-8.60, Synergy_Bliss=-5.08, Synergy_Loewe=-8.44, Synergy_HSA=-4.07.